Dataset: Forward reaction prediction with 1.9M reactions from USPTO patents (1976-2016). Task: Predict the product of the given reaction. (1) Given the reactants Br[C:2]1[CH:3]=[N:4][C:5]2[N:6]([CH:8]=[C:9]([CH2:11][O:12][C:13]3[CH:18]=[CH:17][CH:16]=[C:15]([F:19])[CH:14]=3)[N:10]=2)[CH:7]=1.[CH3:20][C:21]1[CH:26]=[CH:25][N:24]=[CH:23][C:22]=1B(O)O, predict the reaction product. The product is: [CH3:20][C:21]1[CH:26]=[CH:25][N:24]=[CH:23][C:22]=1[C:2]1[CH:3]=[N:4][C:5]2[N:6]([CH:8]=[C:9]([CH2:11][O:12][C:13]3[CH:18]=[CH:17][CH:16]=[C:15]([F:19])[CH:14]=3)[N:10]=2)[CH:7]=1. (2) Given the reactants [C:1](Cl)(=[O:15])[CH2:2][CH2:3][CH2:4][CH2:5][CH2:6][CH2:7][CH2:8][CH2:9][CH2:10][CH2:11][CH2:12][CH2:13][CH3:14].[CH2:17]([NH2:20])[C:18]#[CH:19], predict the reaction product. The product is: [CH2:17]([NH:20][C:1](=[O:15])[CH2:2][CH2:3][CH2:4][CH2:5][CH2:6][CH2:7][CH2:8][CH2:9][CH2:10][CH2:11][CH2:12][CH2:13][CH2:14][CH2:1][CH2:2][CH2:3][CH3:4])[C:18]#[CH:19]. (3) Given the reactants [Cl:1][C:2]1[CH:3]=[C:4]([C@@:9]2([C:14]([F:17])([F:16])[F:15])[CH2:13][CH2:12][NH:11][CH2:10]2)[CH:5]=[C:6]([Cl:8])[CH:7]=1.Br[C:19]1[CH:28]=[CH:27][C:22]([C:23]([O:25][CH3:26])=[O:24])=[C:21]([CH3:29])[CH:20]=1.CC(C)([O-])C.[Na+].C(Cl)(Cl)Cl, predict the reaction product. The product is: [Cl:8][C:6]1[CH:5]=[C:4]([C@@:9]2([C:14]([F:17])([F:16])[F:15])[CH2:13][CH2:12][N:11]([C:19]3[CH:28]=[CH:27][C:22]([C:23]([O:25][CH3:26])=[O:24])=[C:21]([CH3:29])[CH:20]=3)[CH2:10]2)[CH:3]=[C:2]([Cl:1])[CH:7]=1. (4) Given the reactants C(O[C:4]([C:6]1[N:11]=[CH:10][C:9]2[N:12]=[C:13]([C:15]3[CH:20]=[CH:19][CH:18]=[CH:17][C:16]=3[O:21][CH3:22])[S:14][C:8]=2[C:7]=1[OH:23])=[O:5])C.[NH2:24][CH2:25][C:26]([OH:28])=[O:27].C[O-].[Na+].CO, predict the reaction product. The product is: [OH:23][C:7]1[C:8]2[S:14][C:13]([C:15]3[CH:20]=[CH:19][CH:18]=[CH:17][C:16]=3[O:21][CH3:22])=[N:12][C:9]=2[CH:10]=[N:11][C:6]=1[C:4]([NH:24][CH2:25][C:26]([OH:28])=[O:27])=[O:5]. (5) Given the reactants [C:1]([O:5][C:6]([NH:8][C@@H:9]1[CH2:12][C@H:11]([C:13]([OH:15])=O)[C:10]1([CH3:17])[CH3:16])=[O:7])([CH3:4])([CH3:3])[CH3:2].C1C=CC2N(O)N=NC=2C=1.Cl.[NH2:29][C@@H:30]([CH2:35][CH:36]([CH3:38])[CH3:37])[C:31]([O:33][CH3:34])=[O:32].CCN(CC)CC, predict the reaction product. The product is: [C:1]([O:5][C:6]([NH:8][C@@H:9]1[CH2:12][C@H:11]([C:13]([NH:29][C@@H:30]([CH2:35][CH:36]([CH3:38])[CH3:37])[C:31]([O:33][CH3:34])=[O:32])=[O:15])[C:10]1([CH3:17])[CH3:16])=[O:7])([CH3:2])([CH3:3])[CH3:4]. (6) Given the reactants [OH:1][C:2]1[CH:3]=[N:4][C:5]([N:8]2[CH2:13][CH2:12][N:11]([C:14]#[N:15])[CH2:10][C@H:9]2[CH3:16])=[N:6][CH:7]=1.[OH:17]/[N:18]=[C:19](\N)/[CH:20]([CH3:22])[CH3:21].Cl, predict the reaction product. The product is: [CH:20]([C:19]1[N:15]=[C:14]([N:11]2[CH2:12][CH2:13][N:8]([C:5]3[N:6]=[CH:7][C:2]([OH:1])=[CH:3][N:4]=3)[C@H:9]([CH3:16])[CH2:10]2)[O:17][N:18]=1)([CH3:22])[CH3:21]. (7) Given the reactants [I-].[Cl-:2].[I-].C[C:5](C)([CH2:32][CH2:33][CH2:34][CH2:35][CH2:36][CH2:37][CH2:38][CH2:39][CH2:40][CH2:41]CC)[C:6]([O:8][CH2:9][N+:10]1([CH3:31])[CH2:15][CH2:14][N:13]([C:16]2[C:17]3[CH:29]=[C:28]([CH3:30])[S:27][C:18]=3[NH:19][C:20]3[CH:26]=[CH:25][CH:24]=[CH:23][C:21]=3[N:22]=2)[CH2:12][CH2:11]1)=[O:7].[I-].C(OC[N+]1(C)CCN(C2C3C=C(C)SC=3NC3C=CC=CC=3N=2)CC1)(=O)CCCCCCCCCCC, predict the reaction product. The product is: [Cl-:2].[C:6]([O:8][CH2:9][N+:10]1([CH3:31])[CH2:11][CH2:12][N:13]([C:16]2[C:17]3[CH:29]=[C:28]([CH3:30])[S:27][C:18]=3[NH:19][C:20]3[CH:26]=[CH:25][CH:24]=[CH:23][C:21]=3[N:22]=2)[CH2:14][CH2:15]1)(=[O:7])[CH2:5][CH2:32][CH2:33][CH2:34][CH2:35][CH2:36][CH2:37][CH2:38][CH2:39][CH2:40][CH3:41].